This data is from Forward reaction prediction with 1.9M reactions from USPTO patents (1976-2016). The task is: Predict the product of the given reaction. (1) Given the reactants [NH2:1][CH2:2][C:3]1[CH:4]=[CH:5][C:6]([F:30])=[C:7]([C:9]2[CH:14]=[CH:13][CH:12]=[C:11]([CH2:15][N:16]3[CH2:21][CH2:20][N:19](C(OC(C)(C)C)=O)[C@@H:18]([CH3:29])[CH2:17]3)[CH:10]=2)[CH:8]=1.[C:31]1([C:37]([C:39]2[CH:40]=[C:41]([CH:45]=[CH:46][CH:47]=2)[C:42](O)=[O:43])=[O:38])[CH:36]=[CH:35][CH:34]=[CH:33][CH:32]=1.C(Cl)CCl.C1C=CC2N(O)N=NC=2C=1.C(N(C(C)C)CC)(C)C, predict the reaction product. The product is: [F:30][C:6]1[C:7]([C:9]2[CH:14]=[CH:13][CH:12]=[C:11]([CH2:15][N:16]3[CH2:21][CH2:20][NH:19][C@@H:18]([CH3:29])[CH2:17]3)[CH:10]=2)=[CH:8][C:3]([CH2:2][NH:1][C:42](=[O:43])[C:41]2[CH:45]=[CH:46][CH:47]=[C:39]([C:37]([C:31]3[CH:32]=[CH:33][CH:34]=[CH:35][CH:36]=3)=[O:38])[CH:40]=2)=[CH:4][CH:5]=1. (2) Given the reactants Br[C:2]1[CH:3]=[C:4]2[C:8](=[CH:9][CH:10]=1)[NH:7][CH:6]=[C:5]2/[C:11](=[CH:14]/[C:15]1[CH:16]=[N:17][CH:18]=[CH:19][CH:20]=1)/[C:12]#[N:13].[O-]P([O-])([O-])=O.[K+].[K+].[K+].C(Cl)Cl.[CH3:32][O:33][C:34]1[CH:35]=[C:36](B(O)O)[CH:37]=[C:38]([O:42][CH3:43])[C:39]=1[O:40][CH3:41], predict the reaction product. The product is: [N:17]1[CH:18]=[CH:19][CH:20]=[C:15](/[CH:14]=[C:11](/[C:5]2[C:4]3[C:8](=[CH:9][CH:10]=[C:2]([C:36]4[CH:37]=[C:38]([O:42][CH3:43])[C:39]([O:40][CH3:41])=[C:34]([O:33][CH3:32])[CH:35]=4)[CH:3]=3)[NH:7][CH:6]=2)\[C:12]#[N:13])[CH:16]=1. (3) Given the reactants Cl[C:2]1[C:7]([C:8]([F:11])([F:10])[F:9])=[CH:6][N:5]=[C:4]([NH:12][C:13]2[CH:27]=[CH:26][C:16]([CH2:17][P:18](=[O:25])([O:22][CH2:23][CH3:24])[O:19][CH2:20][CH3:21])=[CH:15][CH:14]=2)[N:3]=1.[NH2:28][C:29]1[CH:30]=[CH:31][C:32]([C@H:40]2[CH2:45][CH2:44][C@@H:43]([O:46][CH2:47][CH3:48])[CH2:42][CH2:41]2)=[C:33]2[C:37]=1[C:36](=[O:38])[N:35]([CH3:39])[CH2:34]2, predict the reaction product. The product is: [CH2:47]([O:46][C@@H:43]1[CH2:42][CH2:41][C@H:40]([C:32]2[CH:31]=[CH:30][C:29]([NH:28][C:2]3[C:7]([C:8]([F:9])([F:11])[F:10])=[CH:6][N:5]=[C:4]([NH:12][C:13]4[CH:27]=[CH:26][C:16]([CH2:17][P:18](=[O:25])([O:22][CH2:23][CH3:24])[O:19][CH2:20][CH3:21])=[CH:15][CH:14]=4)[N:3]=3)=[C:37]3[C:33]=2[CH2:34][N:35]([CH3:39])[C:36]3=[O:38])[CH2:45][CH2:44]1)[CH3:48]. (4) Given the reactants Br[C:2]1[CH:3]=[N:4][CH:5]=[CH:6][CH:7]=1.[CH2:8]([NH2:14])[CH2:9][CH2:10][CH2:11][CH2:12][CH3:13], predict the reaction product. The product is: [CH2:8]([NH:14][C:2]1[CH:3]=[N:4][CH:5]=[CH:6][CH:7]=1)[CH2:9][CH2:10][CH2:11][CH2:12][CH3:13]. (5) Given the reactants [Cl:1][C:2]1[CH:7]=[C:6]([OH:8])[CH:5]=[CH:4][C:3]=1[NH:9][C:10](=[O:18])OC1C=CC=CC=1.[CH:19]1([NH2:22])[CH2:21][CH2:20]1.O.Cl, predict the reaction product. The product is: [Cl:1][C:2]1[CH:7]=[C:6]([OH:8])[CH:5]=[CH:4][C:3]=1[NH:9][C:10]([NH:22][CH:19]1[CH2:21][CH2:20]1)=[O:18]. (6) Given the reactants [NH2:1][NH:2][C:3]([C:5]1[N:10]=[CH:9][CH:8]=[CH:7][N:6]=1)=[NH:4].[OH:11][C:12]1[C:21]2[C:16](=[CH:17][CH:18]=[CH:19][CH:20]=2)[CH:15]=[CH:14][C:13]=1[CH:22]=O, predict the reaction product. The product is: [N:6]1[CH:7]=[CH:8][CH:9]=[N:10][C:5]=1[C:3]1[N:4]=[C:22]([C:13]2[CH:14]=[CH:15][C:16]3[C:21](=[CH:20][CH:19]=[CH:18][CH:17]=3)[C:12]=2[OH:11])[NH:1][N:2]=1. (7) Given the reactants S1C=CC=C1C1OC(C=C2CCNCC2)=NN=1.C(OC([N:25]1[CH2:30][CH2:29][C:28](=[CH:31][C:32]2[CH:36]=[C:35]([C:37]3[S:38][CH:39]=[CH:40][CH:41]=3)[O:34][N:33]=2)[CH2:27][CH2:26]1)=O)(C)(C)C.C(OC(N1CCC(=CC2OC(C3SC=CC=3)=NN=2)CC1)=O)(C)(C)C, predict the reaction product. The product is: [S:38]1[CH:39]=[CH:40][CH:41]=[C:37]1[C:35]1[O:34][N:33]=[C:32]([CH:31]=[C:28]2[CH2:29][CH2:30][NH:25][CH2:26][CH2:27]2)[CH:36]=1. (8) The product is: [CH2:14]([N:8]1[C:7]([CH2:18][NH:19][C:20](=[O:26])[O:21][C:22]([CH3:25])([CH3:23])[CH3:24])=[C:6]([C:27]2[CH:28]=[CH:29][CH:30]=[CH:31][CH:32]=2)[C:5]2[C:10](=[CH:11][CH:12]=[C:3]([CH2:2][NH:1][S:34]([CH3:33])(=[O:36])=[O:35])[CH:4]=2)[C:9]1=[O:13])[CH:15]([CH3:17])[CH3:16]. Given the reactants [NH2:1][CH2:2][C:3]1[CH:4]=[C:5]2[C:10](=[CH:11][CH:12]=1)[C:9](=[O:13])[N:8]([CH2:14][CH:15]([CH3:17])[CH3:16])[C:7]([CH2:18][NH:19][C:20](=[O:26])[O:21][C:22]([CH3:25])([CH3:24])[CH3:23])=[C:6]2[C:27]1[CH:32]=[CH:31][CH:30]=[CH:29][CH:28]=1.[CH3:33][S:34](Cl)(=[O:36])=[O:35].C(N(CC)CC)C, predict the reaction product. (9) The product is: [Si:1]([O:8][C@@H:9]([C:25]1[CH:30]=[CH:29][CH:28]=[CH:27][C:26]=1[C:31]1[CH:36]=[CH:35][C:34]([Cl:37])=[CH:33][CH:32]=1)[CH:10]1[CH2:15][CH2:14][N:13]([C:16]2[CH:24]=[CH:23][C:19]([C:20]([NH:71][S:68]([C:65]3[CH:66]=[CH:67][C:62]([NH:61][C@H:52]([CH2:51][CH2:50][N:49]4[CH2:48][CH2:47][O:46][CH2:45][C@@H:44]4[CH2:43][N:40]([CH2:41][CH3:42])[CH2:38][CH3:39])[CH2:53][S:54][C:55]4[CH:56]=[CH:57][CH:58]=[CH:59][CH:60]=4)=[C:63]([S:72]([C:75]([F:76])([F:78])[F:77])(=[O:74])=[O:73])[CH:64]=3)(=[O:69])=[O:70])=[O:21])=[CH:18][CH:17]=2)[CH2:12][CH2:11]1)([C:4]([CH3:7])([CH3:6])[CH3:5])([CH3:3])[CH3:2]. Given the reactants [Si:1]([O:8][C@@H:9]([C:25]1[CH:30]=[CH:29][CH:28]=[CH:27][C:26]=1[C:31]1[CH:36]=[CH:35][C:34]([Cl:37])=[CH:33][CH:32]=1)[CH:10]1[CH2:15][CH2:14][N:13]([C:16]2[CH:24]=[CH:23][C:19]([C:20](O)=[O:21])=[CH:18][CH:17]=2)[CH2:12][CH2:11]1)([C:4]([CH3:7])([CH3:6])[CH3:5])([CH3:3])[CH3:2].[CH2:38]([N:40]([CH2:43][C@@H:44]1[N:49]([CH2:50][CH2:51][C@@H:52]([NH:61][C:62]2[CH:67]=[CH:66][C:65]([S:68]([NH2:71])(=[O:70])=[O:69])=[CH:64][C:63]=2[S:72]([C:75]([F:78])([F:77])[F:76])(=[O:74])=[O:73])[CH2:53][S:54][C:55]2[CH:60]=[CH:59][CH:58]=[CH:57][CH:56]=2)[CH2:48][CH2:47][O:46][CH2:45]1)[CH2:41][CH3:42])[CH3:39].C(Cl)CCl, predict the reaction product. (10) Given the reactants [F:1][C:2]1[C:3]([CH3:11])=[C:4]([CH:8]=[CH:9][CH:10]=1)[C:5](O)=O.[CH3:12][O:13][C:14]1[CH:15]=[C:16]2[C:21](=[CH:22][C:23]=1[O:24][CH3:25])[N:20]=[CH:19][C:18]([C:26]#[N:27])=[C:17]2[CH3:28].[Li+].C[Si]([N-:34][Si](C)(C)C)(C)C.C([O-])(=O)C.[NH4+].[OH-].[NH4+], predict the reaction product. The product is: [F:1][C:2]1[C:3]([CH3:11])=[C:4]([C:5]2[CH:28]=[C:17]3[C:18](=[C:26]([NH2:34])[N:27]=2)[CH:19]=[N:20][C:21]2[CH:22]=[C:23]([O:24][CH3:25])[C:14]([O:13][CH3:12])=[CH:15][C:16]3=2)[CH:8]=[CH:9][CH:10]=1.